Dataset: Forward reaction prediction with 1.9M reactions from USPTO patents (1976-2016). Task: Predict the product of the given reaction. (1) Given the reactants C1(P(C2C=CC=CC=2)C2C=CC=CC=2)C=CC=CC=1.[Si:20]([O:27][C:28]1[CH:29]=[C:30]([CH:59]=[CH:60][C:61]=1[F:62])[C:31]([NH:33][NH:34][C:35](=[O:58])[C@H:36]([NH:47][C:48]1[CH:53]=[CH:52][C:51]([C:54]#[N:55])=[C:50](Cl)[C:49]=1C)[C@@H:37]([O:39][Si:40]([C:43]([CH3:46])([CH3:45])[CH3:44])([CH3:42])[CH3:41])[CH3:38])=O)([C:23]([CH3:26])([CH3:25])[CH3:24])([CH3:22])[CH3:21].[CH2:63]([Cl:65])Cl, predict the reaction product. The product is: [Si:40]([O:39][C@H:37]([CH3:38])[C@@H:36]([NH:47][C:48]1[CH:49]=[CH:50][C:51]([C:54]#[N:55])=[C:63]([Cl:65])[C:53]=1[CH3:52])[C:35]1[O:58][C:31]([C:30]2[CH:59]=[CH:60][C:61]([F:62])=[C:28]([O:27][Si:20]([C:23]([CH3:24])([CH3:25])[CH3:26])([CH3:21])[CH3:22])[CH:29]=2)=[N:33][N:34]=1)([C:43]([CH3:46])([CH3:44])[CH3:45])([CH3:42])[CH3:41]. (2) The product is: [Cl:1][C:2]1[CH:7]=[C:6]([NH:12][CH:13]2[CH2:14][CH2:15][N:16]([C:19]([O:21][C:22]([CH3:25])([CH3:24])[CH3:23])=[O:20])[CH2:17][CH2:18]2)[N:5]2[N:9]=[CH:10][CH:11]=[C:4]2[N:3]=1. Given the reactants [Cl:1][C:2]1[CH:7]=[C:6](Cl)[N:5]2[N:9]=[CH:10][CH:11]=[C:4]2[N:3]=1.[NH2:12][CH:13]1[CH2:18][CH2:17][N:16]([C:19]([O:21][C:22]([CH3:25])([CH3:24])[CH3:23])=[O:20])[CH2:15][CH2:14]1.C(N(CC)CC)C.C(#N)C, predict the reaction product. (3) Given the reactants [O:1]1[CH2:3][CH:2]1[CH2:4][CH:5]([C:10]1[CH:15]=[CH:14][CH:13]=[CH:12][C:11]=1[C:16]([F:19])([F:18])[F:17])[C:6](OC)=[O:7].O.[NH2:21][NH2:22], predict the reaction product. The product is: [NH2:21][N:22]1[CH2:3][CH:2]([OH:1])[CH2:4][CH:5]([C:10]2[CH:15]=[CH:14][CH:13]=[CH:12][C:11]=2[C:16]([F:19])([F:18])[F:17])[C:6]1=[O:7]. (4) Given the reactants [ClH:1].C(OC(NCCC=O)=O)(C)(C)C.C(=O)C1OC=CC=1.C(OC([NH:28][CH2:29][CH2:30][CH2:31][NH:32][C@@H:33]1[CH2:37][CH2:36][N:35]([S:38]([C:41]2[C:42]3[C:43]([Cl:51])=[CH:44][N:45]=[CH:46][C:47]=3[CH:48]=[CH:49][CH:50]=2)(=[O:40])=[O:39])[CH2:34]1)=O)(C)(C)C, predict the reaction product. The product is: [NH2:28][CH2:29][CH2:30][CH2:31][NH:32][C@@H:33]1[CH2:37][CH2:36][N:35]([S:38]([C:41]2[C:42]3[C:43]([Cl:51])=[CH:44][N:45]=[CH:46][C:47]=3[CH:48]=[CH:49][CH:50]=2)(=[O:40])=[O:39])[CH2:34]1.[ClH:1]. (5) The product is: [Si:34]([O:33][C@@H:23]1[CH2:22][C:21]2[C@@:26]([CH3:32])([CH:27]3[CH:18]([CH2:19][CH:20]=2)[CH:17]2[C@@:30]([CH3:31])([C@@H:14]([CH:12]([OH:13])[CH2:11][OH:10])[CH2:15][CH2:16]2)[CH2:29][CH2:28]3)[CH2:25][CH2:24]1)([C:47]([CH3:50])([CH3:49])[CH3:48])([C:41]1[CH:42]=[CH:43][CH:44]=[CH:45][CH:46]=1)[C:35]1[CH:36]=[CH:37][CH:38]=[CH:39][CH:40]=1. Given the reactants [H-].[H-].[H-].[H-].[Li+].[Al+3].C([O:10][CH2:11][C:12]([C@@H:14]1[C@:30]2([CH3:31])[CH:17]([CH:18]3[CH:27]([CH2:28][CH2:29]2)[C@:26]2([CH3:32])[C:21]([CH2:22][C@@H:23]([O:33][Si:34]([C:47]([CH3:50])([CH3:49])[CH3:48])([C:41]4[CH:46]=[CH:45][CH:44]=[CH:43][CH:42]=4)[C:35]4[CH:40]=[CH:39][CH:38]=[CH:37][CH:36]=4)[CH2:24][CH2:25]2)=[CH:20][CH2:19]3)[CH2:16][CH2:15]1)=[O:13])(=O)C, predict the reaction product. (6) Given the reactants [CH3:1][N:2]([CH3:29])[C:3](=[O:28])[O:4][C:5]1[CH:10]=[CH:9][CH:8]=[C:7]([NH:11][C:12]([C:14]2([O:20][CH2:21][C:22]3[CH:27]=[CH:26][CH:25]=[CH:24][CH:23]=3)[CH2:19][CH2:18][NH:17][CH2:16][CH2:15]2)=[O:13])[CH:6]=1.C(N(CC)C(C)C)(C)C.Cl[C:40]1[C:41]2[C:48]([CH3:49])=[CH:47][NH:46][C:42]=2[N:43]=[CH:44][N:45]=1, predict the reaction product. The product is: [CH3:1][N:2]([CH3:29])[C:3](=[O:28])[O:4][C:5]1[CH:10]=[CH:9][CH:8]=[C:7]([NH:11][C:12]([C:14]2([O:20][CH2:21][C:22]3[CH:23]=[CH:24][CH:25]=[CH:26][CH:27]=3)[CH2:19][CH2:18][N:17]([C:40]3[C:41]4[C:48]([CH3:49])=[CH:47][NH:46][C:42]=4[N:43]=[CH:44][N:45]=3)[CH2:16][CH2:15]2)=[O:13])[CH:6]=1. (7) Given the reactants [CH2:1]([OH:4])[CH2:2][OH:3].C1[O:7][CH:6]1CO.[C:10](=[O:12])=[O:11], predict the reaction product. The product is: [C:10](=[O:3])([OH:12])[OH:11].[OH:3][CH2:2][CH:1]([CH2:6][OH:7])[OH:4]. (8) Given the reactants [N:1]12[CH2:8][CH2:7][CH:4]([CH2:5][CH2:6]1)[CH:3]([C:9]([O:11][CH:12]([C:20]1[CH:25]=[CH:24][C:23]([Cl:26])=[CH:22][CH:21]=1)[C:13]1[CH:18]=[CH:17][C:16]([Cl:19])=[CH:15][CH:14]=1)=[O:10])[CH2:2]2.Cl[CH2:28][C:29]([C:31]1[S:32][CH:33]=[CH:34][CH:35]=1)=[O:30], predict the reaction product. The product is: [Cl-:19].[Cl:26][C:23]1[CH:22]=[CH:21][C:20]([CH:12]([C:13]2[CH:18]=[CH:17][C:16]([Cl:19])=[CH:15][CH:14]=2)[O:11][C:9]([CH:3]2[CH:4]3[CH2:5][CH2:6][N+:1]([CH2:28][C:29](=[O:30])[C:31]4[S:32][CH:33]=[CH:34][CH:35]=4)([CH2:8][CH2:7]3)[CH2:2]2)=[O:10])=[CH:25][CH:24]=1.